This data is from Full USPTO retrosynthesis dataset with 1.9M reactions from patents (1976-2016). The task is: Predict the reactants needed to synthesize the given product. (1) Given the product [F:18][C:10]1[CH:9]=[C:8]2[C:4]([C:5]([CH:11]3[CH2:15][C:14](=[O:16])[NH:13][C:12]3=[O:17])=[CH:6][NH:7]2)=[CH:3][CH:2]=1, predict the reactants needed to synthesize it. The reactants are: F[C:2]1[CH:3]=[C:4]2[C:8](=[CH:9][CH:10]=1)[NH:7][CH:6]=[C:5]2[CH:11]1[CH2:15][C:14](=[O:16])[NH:13][C:12]1=[O:17].[F:18]C1C=C2C(C=CN2)=CC=1.C1(=O)NC(=O)C=C1. (2) The reactants are: O[CH:2]([CH:9]1[CH2:14][CH2:13][O:12][CH2:11][CH2:10]1)[CH2:3][C:4]([O:6][CH2:7][CH3:8])=[O:5].C1COCC1.C(OC(=O)C)(=O)C.C1CCN2C(=NCCC2)CC1. Given the product [O:12]1[CH2:13][CH2:14][CH:9](/[CH:2]=[CH:3]\[C:4]([O:6][CH2:7][CH3:8])=[O:5])[CH2:10][CH2:11]1, predict the reactants needed to synthesize it. (3) The reactants are: [CH:1]1([C:4]2[C:5]([N:27]3[CH2:32][CH2:31][CH2:30][C@H:29]([NH:33]C(=O)OC(C)(C)C)[CH2:28]3)=[N:6][C:7]([N:10]3[C:18]4[CH:17]=[C:16]([C:19]5[CH:20]=[N:21][CH:22]=[C:23]([CH2:25][CH3:26])[CH:24]=5)[N:15]=[CH:14][C:13]=4[CH:12]=[N:11]3)=[CH:8][CH:9]=2)[CH2:3][CH2:2]1.Cl. Given the product [CH:1]1([C:4]2[C:5]([N:27]3[CH2:32][CH2:31][CH2:30][C@H:29]([NH2:33])[CH2:28]3)=[N:6][C:7]([N:10]3[C:18]4[CH:17]=[C:16]([C:19]5[CH:20]=[N:21][CH:22]=[C:23]([CH2:25][CH3:26])[CH:24]=5)[N:15]=[CH:14][C:13]=4[CH:12]=[N:11]3)=[CH:8][CH:9]=2)[CH2:3][CH2:2]1, predict the reactants needed to synthesize it. (4) Given the product [OH:30][C:27]1[CH:28]=[CH:29][C:24]([C:23]2[CH:1]([C:2]([CH3:13])([CH3:12])[CH3:3])[O:14][C:15]3[C:16]([CH:22]=2)=[CH:17][CH:18]=[C:19]([OH:21])[CH:20]=3)=[CH:25][CH:26]=1, predict the reactants needed to synthesize it. The reactants are: [CH3:1][C:2]([CH3:13])([CH3:12])[C:3](O[C:1](=O)[C:2]([CH3:13])([CH3:12])[CH3:3])=O.[OH:14][C:15]1[CH:20]=[C:19]([OH:21])[CH:18]=[CH:17][C:16]=1[C:22](=O)[CH2:23][C:24]1[CH:29]=[CH:28][C:27]([OH:30])=[CH:26][CH:25]=1.C(C1C(C2C=CC=CC=2)=CC2C(=CC=CC=2)O1)(C)(C)C. (5) Given the product [Cl:1][C:2]1[C:36]([C:37]([F:40])([F:39])[F:38])=[CH:35][CH:34]=[CH:33][C:3]=1[CH2:4][N:5]([CH2:19][CH:20]([C:27]1[CH:32]=[CH:31][CH:30]=[CH:29][CH:28]=1)[C:21]1[CH:26]=[CH:25][CH:24]=[CH:23][CH:22]=1)[CH2:6][CH2:7][CH2:8][O:9][C:10]1[CH:18]=[CH:17][C:13]([C:14]([N:42]([CH3:43])[CH3:41])=[O:15])=[CH:12][CH:11]=1, predict the reactants needed to synthesize it. The reactants are: [Cl:1][C:2]1[C:36]([C:37]([F:40])([F:39])[F:38])=[CH:35][CH:34]=[CH:33][C:3]=1[CH2:4][N:5]([CH2:19][CH:20]([C:27]1[CH:32]=[CH:31][CH:30]=[CH:29][CH:28]=1)[C:21]1[CH:26]=[CH:25][CH:24]=[CH:23][CH:22]=1)[CH2:6][CH2:7][CH2:8][O:9][C:10]1[CH:18]=[CH:17][C:13]([C:14](O)=[O:15])=[CH:12][CH:11]=1.[CH3:41][N:42]([P+](ON1N=NC2C=CC=CC1=2)(N(C)C)N(C)C)[CH3:43].F[P-](F)(F)(F)(F)F.C(N(CC)CC)C.Cl.